From a dataset of Forward reaction prediction with 1.9M reactions from USPTO patents (1976-2016). Predict the product of the given reaction. (1) Given the reactants Cl[C:2]1[N:7]2[CH:8]=[CH:9][N:10]=[C:6]2[N:5]=[C:4]([Cl:11])[C:3]=1[C:12]1[CH:17]=[CH:16][CH:15]=[CH:14][C:13]=1[F:18], predict the reaction product. The product is: [Cl:11][C:4]1[C:3]([C:12]2[CH:17]=[CH:16][CH:15]=[CH:14][C:13]=2[F:18])=[CH:2][N:7]2[CH:8]=[CH:9][N:10]=[C:6]2[N:5]=1. (2) Given the reactants Br[C:2]1[CH:14]=[C:13]([CH:15]=[CH2:16])[CH:12]=[CH:11][C:3]=1[C:4]([O:6][C:7]([CH3:10])([CH3:9])[CH3:8])=[O:5].[Cu][C:18]#[N:19], predict the reaction product. The product is: [C:18]([C:2]1[CH:14]=[C:13]([CH:15]=[CH2:16])[CH:12]=[CH:11][C:3]=1[C:4]([O:6][C:7]([CH3:10])([CH3:9])[CH3:8])=[O:5])#[N:19]. (3) The product is: [CH:1]([O:4][C:5]1[CH:25]=[CH:24][C:8]([O:9][C:10]2[CH:15]=[C:14]([CH3:16])[C:13]([C:17]3[N:18]=[C:19]([NH:22][C:34](=[O:41])[C:35]4[CH:40]=[CH:39][N:38]=[CH:37][CH:36]=4)[S:20][CH:21]=3)=[C:12]([CH3:23])[CH:11]=2)=[CH:7][CH:6]=1)([CH3:3])[CH3:2]. Given the reactants [CH:1]([O:4][C:5]1[CH:25]=[CH:24][C:8]([O:9][C:10]2[CH:15]=[C:14]([CH3:16])[C:13]([C:17]3[N:18]=[C:19]([NH2:22])[S:20][CH:21]=3)=[C:12]([CH3:23])[CH:11]=2)=[CH:7][CH:6]=1)([CH3:3])[CH3:2].C(N(CC)CC)C.Cl.[C:34](Cl)(=[O:41])[C:35]1[CH:40]=[CH:39][N:38]=[CH:37][CH:36]=1, predict the reaction product. (4) Given the reactants [O-]CC.[Na+].Cl[C:6]1[CH:11]=[CH:10][CH:9]=[C:8]([C:12]([F:15])([F:14])[F:13])[N:7]=1.[SH:16][CH2:17][CH2:18][C:19]([O:21][CH3:22])=[O:20], predict the reaction product. The product is: [F:13][C:12]([F:15])([F:14])[C:8]1[N:7]=[C:6]([S:16][CH2:17][CH2:18][C:19]([O:21][CH3:22])=[O:20])[CH:11]=[CH:10][CH:9]=1. (5) The product is: [CH3:1][O:2][C:3]1[CH:8]=[C:7]([C:11](=[O:17])[CH2:12][CH2:13][C:14]([OH:16])=[O:15])[CH:6]=[CH:5][C:4]=1[O:9][CH3:10]. Given the reactants [CH3:1][O:2][C:3]1[CH:8]=[CH:7][CH:6]=[CH:5][C:4]=1[O:9][CH3:10].[C:11]1(=[O:17])[O:16][C:14](=[O:15])[CH2:13][CH2:12]1.[Cl-].[Al+3].[Cl-].[Cl-].Cl, predict the reaction product. (6) Given the reactants [H-].[Al+3].[Li+].[H-].[H-].[H-].[NH2:7][C:8]1[CH:18]=[CH:17][C:11]([C:12](OCC)=[O:13])=[CH:10][N:9]=1, predict the reaction product. The product is: [NH2:7][C:8]1[N:9]=[CH:10][C:11]([CH2:12][OH:13])=[CH:17][CH:18]=1. (7) Given the reactants [OH:1][NH:2][C:3](=[NH:6])[CH2:4][CH3:5].[H-].[Na+].C(O[C:12](=O)[CH2:13][CH2:14][NH:15]C(OC(C)(C)C)=O)C.O, predict the reaction product. The product is: [CH2:4]([C:3]1[N:6]=[C:12]([CH2:13][CH2:14][NH2:15])[O:1][N:2]=1)[CH3:5].